Dataset: Forward reaction prediction with 1.9M reactions from USPTO patents (1976-2016). Task: Predict the product of the given reaction. (1) Given the reactants [Cl:1][C:2]1[CH:7]=[CH:6][CH:5]=[CH:4][C:3]=1[CH2:8][N:9]1[C:13]([CH2:14]O)=[CH:12][N:11]=[C:10]1[S:16][CH2:17][CH2:18][CH3:19].S(Cl)([Cl:22])=O, predict the reaction product. The product is: [ClH:1].[Cl:1][C:2]1[CH:7]=[CH:6][CH:5]=[CH:4][C:3]=1[CH2:8][N:9]1[C:13]([CH2:14][Cl:22])=[CH:12][N:11]=[C:10]1[S:16][CH2:17][CH2:18][CH3:19]. (2) The product is: [OH:14][C:15]1[CH:23]=[CH:22][C:21]([C:24]2[N:25]([C:40]([O:42][C:43]([CH3:45])([CH3:44])[CH3:46])=[O:41])[C:26]3[C:31]([CH:32]=2)=[CH:30][C:29]([CH2:33][N:34]2[CH2:39][CH2:38][CH2:37][CH2:36][CH2:35]2)=[CH:28][CH:27]=3)=[C:20]2[C:16]=1[CH2:17][NH:18][C:19]2=[O:47]. Given the reactants N1C2C(=CC=CC=2S([O:14][C:15]2[CH:23]=[CH:22][C:21]([C:24]3[N:25]([C:40]([O:42][C:43]([CH3:46])([CH3:45])[CH3:44])=[O:41])[C:26]4[C:31]([CH:32]=3)=[CH:30][C:29]([CH2:33][N:34]3[CH2:39][CH2:38][CH2:37][CH2:36][CH2:35]3)=[CH:28][CH:27]=4)=[C:20]3[C:16]=2[CH2:17][NH:18][C:19]3=[O:47])(=O)=O)C=CC=1.Cl.CO, predict the reaction product. (3) Given the reactants C(OC(=O)[NH:7][CH2:8][C:9]1[CH:14]=[CH:13][C:12]([Cl:15])=[CH:11][C:10]=1[S:16]([CH3:19])(=[O:18])=[O:17])(C)(C)C.C1(C)C=CC(S(O)(=O)=O)=CC=1, predict the reaction product. The product is: [Cl:15][C:12]1[CH:13]=[CH:14][C:9]([CH2:8][NH2:7])=[C:10]([S:16]([CH3:19])(=[O:18])=[O:17])[CH:11]=1. (4) Given the reactants [CH3:1][O:2][C:3]1[CH:8]=[CH:7][C:6]([N:9]=[C:10]=[O:11])=[CH:5][CH:4]=1.[NH2:12][C:13]1[CH:14]=[C:15]([B:22]([OH:24])[OH:23])[CH:16]=[C:17]([C:19]([OH:21])=O)[CH:18]=1.[CH:25]([NH2:28])([CH3:27])[CH3:26].CCN(C(C)C)C(C)C, predict the reaction product. The product is: [CH:25]([NH:28][C:19]([C:17]1[CH:18]=[C:13]([NH:12][C:10]([NH:9][C:6]2[CH:5]=[CH:4][C:3]([O:2][CH3:1])=[CH:8][CH:7]=2)=[O:11])[CH:14]=[C:15]([B:22]([OH:24])[OH:23])[CH:16]=1)=[O:21])([CH3:27])[CH3:26]. (5) Given the reactants CC1N=C(C#CC(C2CCNCC2)O)C=CC=1.[CH3:18][C:19]1[CH:24]=[CH:23][CH:22]=[C:21]([C:25]#[C:26]/[CH:27]=[C:28]2\[CH2:29][NH:30][CH2:31][CH2:32][CH2:33]\2)[N:20]=1.Cl[C:35]1[C:40]([N+:41]([O-:43])=[O:42])=[CH:39][CH:38]=[C:37]([CH3:44])[N:36]=1, predict the reaction product. The product is: [CH3:44][C:37]1[N:36]=[C:35]([N:30]2[CH2:31][CH2:32][CH2:33]/[C:28](=[CH:27]\[C:26]#[C:25][C:21]3[CH:22]=[CH:23][CH:24]=[C:19]([CH3:18])[N:20]=3)/[CH2:29]2)[C:40]([N+:41]([O-:43])=[O:42])=[CH:39][CH:38]=1.